Dataset: Forward reaction prediction with 1.9M reactions from USPTO patents (1976-2016). Task: Predict the product of the given reaction. (1) Given the reactants C[O:2][C:3]1[N:4]=[CH:5][C:6]2[CH2:12][N:11]([S:13]([CH3:16])(=[O:15])=[O:14])[CH2:10][CH2:9][C:7]=2[N:8]=1.Cl, predict the reaction product. The product is: [CH3:16][S:13]([N:11]1[CH2:10][CH2:9][C:7]2[N:8]=[C:3]([OH:2])[N:4]=[CH:5][C:6]=2[CH2:12]1)(=[O:14])=[O:15]. (2) The product is: [Cl:1][C:2]1[CH:7]=[C:6]2[NH:8][C:9](=[O:45])[C:10]3([CH:15]([C:16]4[CH:21]=[C:20]([Cl:22])[CH:19]=[CH:18][C:17]=4[O:23][C:24]([C:31]([O:33][CH2:34][CH3:35])=[O:32])([CH2:28][CH2:29][CH3:30])[CH2:25][CH2:26][CH3:27])[CH2:14][C:13](=[S:47])[NH:12][CH:11]3[C:37]3[CH:42]=[C:41]([F:43])[CH:40]=[CH:39][C:38]=3[CH3:44])[C:5]2=[CH:4][CH:3]=1. Given the reactants [Cl:1][C:2]1[CH:7]=[C:6]2[NH:8][C:9](=[O:45])[C:10]3([CH:15]([C:16]4[CH:21]=[C:20]([Cl:22])[CH:19]=[CH:18][C:17]=4[O:23][C:24]([C:31]([O:33][CH2:34][CH3:35])=[O:32])([CH2:28][CH2:29][CH3:30])[CH2:25][CH2:26][CH3:27])[CH2:14][C:13](=O)[NH:12][CH:11]3[C:37]3[CH:42]=[C:41]([F:43])[CH:40]=[CH:39][C:38]=3[CH3:44])[C:5]2=[CH:4][CH:3]=1.P12(SP3(SP(SP(S3)(S1)=S)(=S)S2)=S)=[S:47], predict the reaction product. (3) Given the reactants Br[C:2]1[CH:3]=[CH:4][C:5]2[N:6]([CH2:15][CH:16]([CH3:18])[CH3:17])[C:7]3[C:12]([C:13]=2[CH:14]=1)=[CH:11][CH:10]=[CH:9][CH:8]=3.[Li]CCCC.C(O[B:28]1[O:32][C:31]([CH3:34])([CH3:33])[C:30]([CH3:36])([CH3:35])[O:29]1)(C)C, predict the reaction product. The product is: [CH3:17][CH:16]([CH3:18])[CH2:15][N:6]1[C:5]2[CH:4]=[CH:3][C:2]([B:28]3[O:32][C:31]([CH3:34])([CH3:33])[C:30]([CH3:36])([CH3:35])[O:29]3)=[CH:14][C:13]=2[C:12]2[C:7]1=[CH:8][CH:9]=[CH:10][CH:11]=2.